Dataset: Full USPTO retrosynthesis dataset with 1.9M reactions from patents (1976-2016). Task: Predict the reactants needed to synthesize the given product. Given the product [C:1]([C:3]1[C:8]([C:9]2[CH:14]=[CH:13][CH:12]=[C:11]([CH2:15][N:56]3[CH2:55][C@H:54]([CH3:58])[NH:53][C@H:52]([CH3:51])[CH2:57]3)[CH:10]=2)=[CH:7][C:6]([CH2:17][NH:18][C:19]([C:21]2[CH:26]=[CH:25][CH:24]=[C:23]([C:27]([NH:29][CH2:30][C:31]3[C:32]([NH:44][CH:45]4[CH2:46][CH2:47][O:48][CH2:49][CH2:50]4)=[C:33]4[CH:41]=[N:40][N:39]([CH2:42][CH3:43])[C:34]4=[N:35][C:36]=3[CH2:37][CH3:38])=[O:28])[CH:22]=2)=[O:20])=[CH:5][CH:4]=1)#[N:2], predict the reactants needed to synthesize it. The reactants are: [C:1]([C:3]1[C:8]([C:9]2[CH:14]=[CH:13][CH:12]=[C:11]([CH:15]=O)[CH:10]=2)=[CH:7][C:6]([CH2:17][NH:18][C:19]([C:21]2[CH:26]=[CH:25][CH:24]=[C:23]([C:27]([NH:29][CH2:30][C:31]3[C:32]([NH:44][CH:45]4[CH2:50][CH2:49][O:48][CH2:47][CH2:46]4)=[C:33]4[CH:41]=[N:40][N:39]([CH2:42][CH3:43])[C:34]4=[N:35][C:36]=3[CH2:37][CH3:38])=[O:28])[CH:22]=2)=[O:20])=[CH:5][CH:4]=1)#[N:2].[CH3:51][C@@H:52]1[CH2:57][NH:56][CH2:55][C@H:54]([CH3:58])[NH:53]1.C(O[BH-](OC(=O)C)OC(=O)C)(=O)C.[Na+].CC(O)=O.